Dataset: NCI-60 drug combinations with 297,098 pairs across 59 cell lines. Task: Regression. Given two drug SMILES strings and cell line genomic features, predict the synergy score measuring deviation from expected non-interaction effect. (1) Drug 1: CN1CCC(CC1)COC2=C(C=C3C(=C2)N=CN=C3NC4=C(C=C(C=C4)Br)F)OC. Drug 2: C1C(C(OC1N2C=NC3=C2NC=NCC3O)CO)O. Cell line: OVCAR-5. Synergy scores: CSS=18.1, Synergy_ZIP=-6.09, Synergy_Bliss=1.93, Synergy_Loewe=-11.5, Synergy_HSA=3.24. (2) Drug 1: CC12CCC(CC1=CCC3C2CCC4(C3CC=C4C5=CN=CC=C5)C)O. Drug 2: CC1=C(C=C(C=C1)NC(=O)C2=CC=C(C=C2)CN3CCN(CC3)C)NC4=NC=CC(=N4)C5=CN=CC=C5. Cell line: SK-MEL-2. Synergy scores: CSS=0.834, Synergy_ZIP=0.192, Synergy_Bliss=-2.56, Synergy_Loewe=-5.32, Synergy_HSA=-5.30. (3) Drug 1: C1=NNC2=C1C(=O)NC=N2. Drug 2: CC1C(C(CC(O1)OC2CC(CC3=C2C(=C4C(=C3O)C(=O)C5=CC=CC=C5C4=O)O)(C(=O)C)O)N)O. Cell line: UO-31. Synergy scores: CSS=52.8, Synergy_ZIP=1.38, Synergy_Bliss=5.92, Synergy_Loewe=-32.8, Synergy_HSA=6.81. (4) Drug 1: CC1=C2C(C(=O)C3(C(CC4C(C3C(C(C2(C)C)(CC1OC(=O)C(C(C5=CC=CC=C5)NC(=O)OC(C)(C)C)O)O)OC(=O)C6=CC=CC=C6)(CO4)OC(=O)C)OC)C)OC. Drug 2: CC1=C(C(=CC=C1)Cl)NC(=O)C2=CN=C(S2)NC3=CC(=NC(=N3)C)N4CCN(CC4)CCO. Cell line: SK-MEL-28. Synergy scores: CSS=17.4, Synergy_ZIP=-1.78, Synergy_Bliss=-3.93, Synergy_Loewe=-3.52, Synergy_HSA=-1.56.